Dataset: Catalyst prediction with 721,799 reactions and 888 catalyst types from USPTO. Task: Predict which catalyst facilitates the given reaction. Reactant: [CH3:1][N:2]([CH3:13])[C:3]1[CH:8]=[CH:7][C:6]([S:9](O)(=[O:11])=[O:10])=[CH:5][CH:4]=1.C(Cl)[Cl:15].CN(C=O)C.C(Cl)(=O)C(Cl)=O. Product: [CH3:1][N:2]([CH3:13])[C:3]1[CH:8]=[CH:7][C:6]([S:9]([Cl:15])(=[O:11])=[O:10])=[CH:5][CH:4]=1. The catalyst class is: 25.